From a dataset of Full USPTO retrosynthesis dataset with 1.9M reactions from patents (1976-2016). Predict the reactants needed to synthesize the given product. (1) Given the product [Br:12][C:13]1[CH:18]=[C:17]2[C:16](=[CH:15][CH:14]=1)[O:19][C:1](=[O:10])[CH2:2][CH:3]2[C:4]1[CH:9]=[CH:8][CH:7]=[CH:6][CH:5]=1, predict the reactants needed to synthesize it. The reactants are: [C:1](O)(=[O:10])[CH:2]=[CH:3][C:4]1[CH:9]=[CH:8][CH:7]=[CH:6][CH:5]=1.[Br:12][C:13]1[CH:18]=[CH:17][C:16]([OH:19])=[CH:15][CH:14]=1.S(=O)(=O)(O)O.C1(C)C=CC=CC=1. (2) The reactants are: [Br:1][C:2]1[CH:3]=[C:4]([NH2:8])[CH:5]=[N:6][CH:7]=1.[F:9][C:10]1[CH:17]=[CH:16][CH:15]=[CH:14][C:11]=1[CH:12]=O.[Si]([C:22]#[N:23])(C)(C)C. Given the product [Br:1][C:2]1[CH:3]=[C:4]([NH:8][CH:12]([C:11]2[CH:14]=[CH:15][CH:16]=[CH:17][C:10]=2[F:9])[C:22]#[N:23])[CH:5]=[N:6][CH:7]=1, predict the reactants needed to synthesize it. (3) Given the product [ClH:20].[F:1][C:2]1[CH:3]=[C:4]([C:9]2([CH2:15][N:17]([CH3:19])[CH3:18])[CH2:14][CH2:13][CH2:12][CH2:11][CH2:10]2)[CH:5]=[CH:6][C:7]=1[F:8], predict the reactants needed to synthesize it. The reactants are: [F:1][C:2]1[CH:3]=[C:4]([C:9]2([C:15]([N:17]([CH3:19])[CH3:18])=O)[CH2:14][CH2:13][CH2:12][CH2:11][CH2:10]2)[CH:5]=[CH:6][C:7]=1[F:8].[ClH:20]. (4) Given the product [CH2:1]([C:5]1[N:6]([CH2:18][CH2:19][CH2:20][NH:21][S:28]([C:22]2[CH:27]=[CH:26][CH:25]=[CH:24][CH:23]=2)(=[O:30])=[O:29])[C:7]2[C:16]3[CH:15]=[CH:14][CH:13]=[CH:12][C:11]=3[N:10]=[CH:9][C:8]=2[N:17]=1)[CH2:2][CH2:3][CH3:4], predict the reactants needed to synthesize it. The reactants are: [CH2:1]([C:5]1[N:6]([CH2:18][CH2:19][CH2:20][NH2:21])[C:7]2[C:16]3[CH:15]=[CH:14][CH:13]=[CH:12][C:11]=3[N:10]=[CH:9][C:8]=2[N:17]=1)[CH2:2][CH2:3][CH3:4].[C:22]1([S:28](Cl)(=[O:30])=[O:29])[CH:27]=[CH:26][CH:25]=[CH:24][CH:23]=1.